Dataset: Reaction yield outcomes from USPTO patents with 853,638 reactions. Task: Predict the reaction yield, written as a fraction of the theoretical maximum amount of product (1.0 means a 100% yield; for example, 0.34 means a 34% yield). (1) The reactants are [O-]CC.[Na+].C(O)C.[C:8]([O:11][CH2:12][CH3:13])(=[O:10])[CH3:9].C([O:16][C:17]([C:19]1[CH:24]=[CH:23][CH:22]=[CH:21][N:20]=1)=O)C. The catalyst is C1(C)C=CC=CC=1. The product is [CH2:12]([O:11][C:8](=[O:10])[CH2:9][C:17](=[O:16])[C:19]1[CH:24]=[CH:23][CH:22]=[CH:21][N:20]=1)[CH3:13]. The yield is 0.910. (2) No catalyst specified. The reactants are [CH2:1]([NH:3][C:4]1[C:9]2[C:10]([C:29]([O:31]C)=O)=[N:11][N:12]([C:13]3[CH:18]=[CH:17][CH:16]=[C:15]([C:19]#[C:20][C@:21]4([OH:28])[CH2:25][CH2:24][N:23]([CH3:26])[C:22]4=[O:27])[CH:14]=3)[C:8]=2[CH:7]=[CH:6][N:5]=1)[CH3:2].[NH3:33]. The product is [CH2:1]([NH:3][C:4]1[C:9]2[C:10]([C:29]([NH2:33])=[O:31])=[N:11][N:12]([C:13]3[CH:18]=[CH:17][CH:16]=[C:15]([C:19]#[C:20][C@:21]4([OH:28])[CH2:25][CH2:24][N:23]([CH3:26])[C:22]4=[O:27])[CH:14]=3)[C:8]=2[CH:7]=[CH:6][N:5]=1)[CH3:2]. The yield is 0.430.